This data is from Catalyst prediction with 721,799 reactions and 888 catalyst types from USPTO. The task is: Predict which catalyst facilitates the given reaction. (1) Reactant: [CH2:1]([O:3][C:4](=[O:26])[CH2:5][N:6]1[C:14]2[CH2:13][CH2:12][CH2:11][C@@H:10]([NH:15]C(OCC3C=CC=CC=3)=O)[C:9]=2[CH:8]=[N:7]1)[CH3:2]. Product: [CH2:1]([O:3][C:4](=[O:26])[CH2:5][N:6]1[C:14]2[CH2:13][CH2:12][CH2:11][C@@H:10]([NH2:15])[C:9]=2[CH:8]=[N:7]1)[CH3:2]. The catalyst class is: 29. (2) Reactant: FC(F)(F)C(OC(=O)C(F)(F)F)=O.[Br:14][CH2:15][CH2:16][CH2:17][CH2:18][C:19]([OH:21])=[O:20].[C:22](O)([CH3:25])([CH3:24])[CH3:23].O. Product: [C:22]([O:20][C:19](=[O:21])[CH2:18][CH2:17][CH2:16][CH2:15][Br:14])([CH3:25])([CH3:24])[CH3:23]. The catalyst class is: 54. (3) Reactant: [S:1]1[CH:5]=[CH:4][CH:3]=[C:2]1[S:6]([NH:9][C:10]1[CH:11]=[CH:12][CH:13]=[C:14]2[C:18]=1[NH:17][C:16]([C:19]([OH:21])=O)=[CH:15]2)(=[O:8])=[O:7].[CH2:22]([NH:29][CH2:30][C:31]1[CH:36]=[CH:35][CH:34]=[CH:33][CH:32]=1)[C:23]1[CH:28]=[CH:27][CH:26]=[CH:25][CH:24]=1.N1(O)C2C=CC=CC=2N=N1.Cl.CN(C)CCCN=C=NCC. Product: [CH2:30]([N:29]([CH2:22][C:23]1[CH:28]=[CH:27][CH:26]=[CH:25][CH:24]=1)[C:19]([C:16]1[NH:17][C:18]2[C:14]([CH:15]=1)=[CH:13][CH:12]=[CH:11][C:10]=2[NH:9][S:6]([C:2]1[S:1][CH:5]=[CH:4][CH:3]=1)(=[O:7])=[O:8])=[O:21])[C:31]1[CH:36]=[CH:35][CH:34]=[CH:33][CH:32]=1. The catalyst class is: 434.